From a dataset of Full USPTO retrosynthesis dataset with 1.9M reactions from patents (1976-2016). Predict the reactants needed to synthesize the given product. (1) Given the product [NH:30]1[C:27]2=[N:28][CH:29]=[C:24]([C:2]3[CH:3]=[CH:4][C:5]([NH:8][C:9](=[O:15])[O:10][C:11]([CH3:14])([CH3:13])[CH3:12])=[N:6][CH:7]=3)[CH:25]=[C:26]2[CH:32]=[CH:31]1, predict the reactants needed to synthesize it. The reactants are: I[C:2]1[CH:3]=[CH:4][C:5]([NH:8][C:9](=[O:15])[O:10][C:11]([CH3:14])([CH3:13])[CH3:12])=[N:6][CH:7]=1.CC1(C)C(C)(C)OB([C:24]2[CH:25]=[C:26]3[CH:32]=[CH:31][NH:30][C:27]3=[N:28][CH:29]=2)O1.C([O-])([O-])=O.[K+].[K+]. (2) The reactants are: [CH3:1][N:2]1[C:7](=[O:8])[C:6]2=[CH:9][NH:10][N:11]=[C:5]2[N:4]([CH2:12][C:13]([CH3:16])([CH3:15])[CH3:14])[C:3]1=[O:17].Cl[CH2:19][C:20]1[CH:25]=[CH:24][C:23]([C:26]2[CH:31]=[CH:30][N:29]=[CH:28][CH:27]=2)=[CH:22][CH:21]=1.C(=O)([O-])[O-].[K+].[K+]. Given the product [CH3:1][N:2]1[C:7](=[O:8])[C:6]2=[CH:9][N:10]([CH2:19][C:20]3[CH:21]=[CH:22][C:23]([C:26]4[CH:31]=[CH:30][N:29]=[CH:28][CH:27]=4)=[CH:24][CH:25]=3)[N:11]=[C:5]2[N:4]([CH2:12][C:13]([CH3:14])([CH3:16])[CH3:15])[C:3]1=[O:17], predict the reactants needed to synthesize it. (3) Given the product [C:1]([N:4]1[CH2:9][CH2:8][CH2:7][C:6]([CH2:29][C:30]([O:32][CH2:33][CH3:34])=[O:31])([CH2:10][C:11]2[CH:12]=[CH:13][C:14]([O:17][CH2:18][CH2:19][CH2:20][NH:21][C:22]3[CH:27]=[CH:26][CH:25]=[CH:24][N:23]=3)=[CH:15][CH:16]=2)[CH2:5]1)(=[O:3])[CH3:2], predict the reactants needed to synthesize it. The reactants are: [C:1]([N:4]1[CH2:9][CH2:8][CH2:7][C:6]([CH2:29][C:30]([O:32][CH2:33][CH3:34])=[O:31])([CH2:10][C:11]2[CH:16]=[CH:15][C:14]([O:17][CH2:18][CH2:19][CH2:20][NH:21][C:22]3[CH:27]=[CH:26][CH:25]=[CH:24][N+:23]=3[O-])=[CH:13][CH:12]=2)[CH2:5]1)(=[O:3])[CH3:2].C1(P(C2C=CC=CC=2)C2C=CC=CC=2)C=CC=CC=1. (4) Given the product [Br:1][C:2]1[C:3]([CH3:12])=[C:4]2[C:8](=[CH:9][CH:10]=1)[CH:7]([OH:11])[O:6][CH2:5]2, predict the reactants needed to synthesize it. The reactants are: [Br:1][C:2]1[C:3]([CH3:12])=[C:4]2[C:8](=[CH:9][CH:10]=1)[C:7](=[O:11])[O:6][CH2:5]2.CC(C[AlH]CC(C)C)C. (5) Given the product [F:24][C:19]1[CH:18]=[C:17]([C:4]2[NH:5][CH:6]=[C:2]([C:52]3[CH2:47][CH:34]4[N:35]([CH2:36][CH2:32][CH2:33]4)[CH2:50][CH:51]=3)[C:3]=2[C:25]2[CH:30]=[CH:29][N:28]=[CH:27][CH:26]=2)[CH:22]=[CH:21][C:20]=1[F:23], predict the reactants needed to synthesize it. The reactants are: Br[C:2]1[C:3]([C:25]2[CH:30]=[CH:29][N:28]=[CH:27][CH:26]=2)=[C:4]([C:17]2[CH:22]=[CH:21][C:20]([F:23])=[C:19]([F:24])[CH:18]=2)[N:5]([Si](C(C)C)(C(C)C)C(C)C)[CH:6]=1.Br[C:32]1[C:33](C2C=CN=CC=2)=[C:34]([C:47]2[CH:52]=[CH:51][C:50](F)=CC=2)[N:35]([Si](C(C)C)(C(C)C)C(C)C)[CH:36]=1.C1C2N(CCC(=O)C2)CC1.C(N1CCC(=O)CC1)C1C=CC=CC=1. (6) The reactants are: [F:1][C:2]1[C:8]([F:9])=[CH:7][CH:6]=[CH:5][C:3]=1[NH2:4].[N:10]([O-])=O.[Na+].C([O-])(=O)C.[Na+].[C:19]([CH2:22][C:23](=[O:25])[CH3:24])(=[O:21])[CH3:20]. Given the product [F:1][C:2]1[C:8]([F:9])=[CH:7][CH:6]=[CH:5][C:3]=1[NH:4][N:10]=[C:22]([C:23](=[O:25])[CH3:24])[C:19](=[O:21])[CH3:20], predict the reactants needed to synthesize it. (7) Given the product [Br:13][C:10]1[CH:11]=[CH:12][C:7]2[S:6][C:5]3[CH:14]=[CH:15][C:2]([C:24]4[CH:23]=[C:22]([C:16]5[CH:21]=[CH:20][CH:19]=[CH:18][CH:17]=5)[CH:27]=[C:26]([C:28]5[CH:33]=[CH:32][CH:31]=[CH:30][CH:29]=5)[CH:25]=4)=[CH:3][C:4]=3[C:8]=2[CH:9]=1, predict the reactants needed to synthesize it. The reactants are: Br[C:2]1[CH:15]=[CH:14][C:5]2[S:6][C:7]3[CH:12]=[CH:11][C:10]([Br:13])=[CH:9][C:8]=3[C:4]=2[CH:3]=1.[C:16]1([C:22]2[CH:23]=[C:24](B(O)O)[CH:25]=[C:26]([C:28]3[CH:33]=[CH:32][CH:31]=[CH:30][CH:29]=3)[CH:27]=2)[CH:21]=[CH:20][CH:19]=[CH:18][CH:17]=1.C([O-])([O-])=O.[Na+].[Na+].